From a dataset of Forward reaction prediction with 1.9M reactions from USPTO patents (1976-2016). Predict the product of the given reaction. Given the reactants [CH:1]1([C:4]2[N:5]=[C:6]3[CH:11]=[CH:10][C:9]([N:12]4[CH:17]=[CH:16][C:15]([OH:18])=[CH:14][C:13]4=[O:19])=[CH:8][N:7]3[C:20]=2[CH3:21])[CH2:3][CH2:2]1.[Cl:22][C:23]1[CH:24]=[CH:25][C:26]([CH2:29]O)=[N:27][CH:28]=1.C(P(CCCC)CCCC)CCC.N(C(N1CCCCC1)=O)=NC(N1CCCCC1)=O, predict the reaction product. The product is: [Cl:22][C:23]1[CH:24]=[CH:25][C:26]([CH2:29][O:18][C:15]2[CH:16]=[CH:17][N:12]([C:9]3[CH:10]=[CH:11][C:6]4[N:7]([C:20]([CH3:21])=[C:4]([CH:1]5[CH2:3][CH2:2]5)[N:5]=4)[CH:8]=3)[C:13](=[O:19])[CH:14]=2)=[N:27][CH:28]=1.